Predict which catalyst facilitates the given reaction. From a dataset of Catalyst prediction with 721,799 reactions and 888 catalyst types from USPTO. (1) Reactant: C([O:3][C:4](=O)[CH2:5][CH2:6][C:7]1[C:15]2[C:10](=[CH:11][CH:12]=[CH:13][CH:14]=2)[NH:9][C:8]=1[C:16]([O:18][CH2:19][CH3:20])=[O:17])C.B.C1COCC1. Product: [OH:3][CH2:4][CH2:5][CH2:6][C:7]1[C:15]2[C:10](=[CH:11][CH:12]=[CH:13][CH:14]=2)[NH:9][C:8]=1[C:16]([O:18][CH2:19][CH3:20])=[O:17]. The catalyst class is: 1. (2) Reactant: C(O)(=O)C.[CH3:5][C:6]1([CH3:31])[N:11]=[C:10]([NH:12][CH2:13][C:14]2[CH:19]=[CH:18][CH:17]=[CH:16][CH:15]=2)[NH:9][C:8]([NH:20][CH2:21][CH2:22][CH2:23][CH2:24][CH2:25][CH2:26][CH2:27][CH2:28][CH2:29][CH3:30])=[N:7]1.[C:32]([OH:37])(=[O:36])[C:33]([OH:35])=[O:34]. Product: [C:32]([OH:37])(=[O:36])[C:33]([OH:35])=[O:34].[CH3:5][C:6]1([CH3:31])[N:11]=[C:10]([NH:12][CH2:13][C:14]2[CH:15]=[CH:16][CH:17]=[CH:18][CH:19]=2)[NH:9][C:8]([NH:20][CH2:21][CH2:22][CH2:23][CH2:24][CH2:25][CH2:26][CH2:27][CH2:28][CH2:29][CH3:30])=[N:7]1. The catalyst class is: 10. (3) Reactant: [Br:1][C:2]1[C:7]([O:8][CH3:9])=[C:6]([OH:10])[C:5]([Br:11])=[CH:4][C:3]=1[CH2:12][C:13]([CH3:18])([CH3:17])[CH2:14][CH:15]=[O:16].[OH-].[Na+].[CH2:21]([OH:23])[CH3:22]. Product: [Br:1][C:2]1[C:7]([O:8][CH3:9])=[C:6]([OH:10])[C:5]([Br:11])=[CH:4][C:3]=1[CH2:12][C:13]([CH3:18])([CH3:17])[CH2:14][C:15]([O:23][CH2:21][CH3:22])=[O:16]. The catalyst class is: 716. (4) Reactant: [NH2:1][C:2]1[CH:7]=[CH:6][C:5]([C:8]2[S:9][CH:10]=[CH:11][CH:12]=2)=[CH:4][C:3]=1[NH:13][C:14]([O:16][CH2:17][CH:18]1[CH2:21][N:20](C(OC(C)(C)C)=O)[CH2:19]1)=[O:15].C(O)(C(F)(F)F)=O. Product: [NH2:1][C:2]1[CH:7]=[CH:6][C:5]([C:8]2[S:9][CH:10]=[CH:11][CH:12]=2)=[CH:4][C:3]=1[NH:13][C:14](=[O:15])[O:16][CH2:17][CH:18]1[CH2:21][NH:20][CH2:19]1. The catalyst class is: 4. (5) Reactant: Cl[C:2]1[C:3]2[C:10]([C:11]3[CH:16]=[CH:15][C:14]([O:17][CH2:18][CH2:19][N:20]4[CH2:25][CH2:24][N:23]([CH3:26])[CH2:22][CH2:21]4)=[C:13]([Cl:27])[C:12]=3[CH3:28])=[C:9]([I:29])[S:8][C:4]=2[N:5]=[CH:6][N:7]=1.[OH:30][C@H:31]([CH2:35][C:36]1[CH:41]=[CH:40][CH:39]=[CH:38][C:37]=1[O:42][CH2:43][C:44]1[CH:49]=[CH:48][N:47]=[C:46]([C:50]2[CH:55]=[CH:54][CH:53]=[CH:52][C:51]=2[O:56][CH3:57])[N:45]=1)[C:32]([O-:34])=[O:33].C([O-])([O-])=O.[Cs+].[Cs+].[C:64](O)(C)(C)[CH3:65]. Product: [Cl:27][C:13]1[C:12]([CH3:28])=[C:11]([C:10]2[C:3]3[C:2]([O:30][C@H:31]([CH2:35][C:36]4[CH:41]=[CH:40][CH:39]=[CH:38][C:37]=4[O:42][CH2:43][C:44]4[CH:49]=[CH:48][N:47]=[C:46]([C:50]5[CH:55]=[CH:54][CH:53]=[CH:52][C:51]=5[O:56][CH3:57])[N:45]=4)[C:32]([O:34][CH2:64][CH3:65])=[O:33])=[N:7][CH:6]=[N:5][C:4]=3[S:8][C:9]=2[I:29])[CH:16]=[CH:15][C:14]=1[O:17][CH2:18][CH2:19][N:20]1[CH2:25][CH2:24][N:23]([CH3:26])[CH2:22][CH2:21]1. The catalyst class is: 374. (6) Reactant: Cl[C:2]1[CH:7]=[C:6]([O:8][C:9]2[CH:10]=[N:11][C:12]([N+:15]([O-:17])=[O:16])=[CH:13][CH:14]=2)[CH:5]=[CH:4][N:3]=1.[CH3:18][N:19]1[CH:23]=[C:22](B2OC(C)(C)C(C)(C)O2)[CH:21]=[N:20]1.C([O-])([O-])=O.[Cs+].[Cs+]. Product: [CH3:18][N:19]1[CH:23]=[C:22]([C:2]2[CH:7]=[C:6]([O:8][C:9]3[CH:10]=[N:11][C:12]([N+:15]([O-:17])=[O:16])=[CH:13][CH:14]=3)[CH:5]=[CH:4][N:3]=2)[CH:21]=[N:20]1. The catalyst class is: 128. (7) Reactant: [OH:1][C:2]1[CH:3]=[C:4]([C:15]#[C:16][Si:17]([CH3:20])([CH3:19])[CH3:18])[CH:5]=[C:6]2[C:11]=1[C:10](=[O:12])[CH2:9][CH2:8][C:7]2([CH3:14])[CH3:13].C(=O)([O-])[O-].[K+].[K+].I[CH:28]([CH3:30])[CH3:29]. Product: [CH3:14][C:7]1([CH3:13])[C:6]2[C:11](=[C:2]([O:1][CH:28]([CH3:30])[CH3:29])[CH:3]=[C:4]([C:15]#[C:16][Si:17]([CH3:20])([CH3:19])[CH3:18])[CH:5]=2)[C:10](=[O:12])[CH2:9][CH2:8]1. The catalyst class is: 21. (8) Reactant: [Si]([O:18][CH:19]1[CH2:22][N:21]([C:23]2[S:24][CH:25]=[C:26]([C:28](=[O:50])[NH:29][CH2:30][CH2:31][O:32][Si](C(C)(C)C)(C3C=CC=CC=3)C3C=CC=CC=3)[N:27]=2)[CH2:20]1)(C(C)(C)C)(C1C=CC=CC=1)C1C=CC=CC=1.[F-].C([N+](CCCC)(CCCC)CCCC)CCC. Product: [OH:18][CH:19]1[CH2:22][N:21]([C:23]2[S:24][CH:25]=[C:26]([C:28](=[O:50])[NH:29][CH2:30][CH2:31][OH:32])[N:27]=2)[CH2:20]1. The catalyst class is: 7.